From a dataset of Reaction yield outcomes from USPTO patents with 853,638 reactions. Predict the reaction yield, written as a fraction of the theoretical maximum amount of product (1.0 means a 100% yield; for example, 0.34 means a 34% yield). (1) The reactants are [S:1]1[CH:5]=[CH:4][CH:3]=[C:2]1[CH2:6][C:7]([OH:9])=O.C1C=NC2N(O)N=NC=2C=1.CCN(C(C)C)C(C)C.[CH3:29][O:30][C:31](=[O:46])[C:32]1[CH:37]=[CH:36][C:35]([NH:38][CH:39]2[CH2:43][CH2:42][CH2:41][CH:40]2[CH3:44])=[C:34]([NH2:45])[CH:33]=1.Cl. The catalyst is CN(CC1C=C(CN(C)C)C(O)=C(CN(C)C)C=1)C.C(OCC)(=O)C.O.C(Cl)CCl. The product is [CH3:29][O:30][C:31](=[O:46])[C:32]1[CH:37]=[CH:36][C:35]([NH:38][CH:39]2[CH2:43][CH2:42][CH2:41][CH:40]2[CH3:44])=[C:34]([NH:45][C:7](=[O:9])[CH2:6][C:2]2[S:1][CH:5]=[CH:4][CH:3]=2)[CH:33]=1. The yield is 1.00. (2) The catalyst is CO.O1CCCC1. The product is [ClH:48].[C:1]([N:4]([C:6]1[CH:7]=[CH:8][C:9]([N:40]2[CH2:41][CH2:42][O:43][CH2:44][CH2:45]2)=[C:10]([CH:39]=1)[CH2:11][O:12][C:13]1[CH:14]=[CH:15][C:16]([C:19]2[N:23]([CH3:24])[C:22]3[CH:25]=[C:26]([C:28]([OH:30])=[O:29])[S:27][C:21]=3[C:20]=2[CH:33]2[CH2:38][CH2:37][CH2:36][CH2:35][CH2:34]2)=[CH:17][CH:18]=1)[CH3:5])(=[O:3])[CH3:2]. The reactants are [C:1]([N:4]([C:6]1[CH:7]=[CH:8][C:9]([N:40]2[CH2:45][CH2:44][O:43][CH2:42][CH2:41]2)=[C:10]([CH:39]=1)[CH2:11][O:12][C:13]1[CH:18]=[CH:17][C:16]([C:19]2[N:23]([CH3:24])[C:22]3[CH:25]=[C:26]([C:28]([O:30]CC)=[O:29])[S:27][C:21]=3[C:20]=2[CH:33]2[CH2:38][CH2:37][CH2:36][CH2:35][CH2:34]2)=[CH:15][CH:14]=1)[CH3:5])(=[O:3])[CH3:2].[OH-].[Na+].[ClH:48].C(OCC)(=O)C. The yield is 0.780.